Dataset: Forward reaction prediction with 1.9M reactions from USPTO patents (1976-2016). Task: Predict the product of the given reaction. (1) Given the reactants [N+:1]([C:4]1[CH:12]=[CH:11][CH:10]=[C:9]2[C:5]=1[CH:6]([CH2:19][C:20]([O:22][CH3:23])=[O:21])[CH2:7][N:8]2[CH2:13][C:14]([O:16][CH2:17][CH3:18])=[O:15])([O-])=O, predict the reaction product. The product is: [NH2:1][C:4]1[CH:12]=[CH:11][CH:10]=[C:9]2[C:5]=1[CH:6]([CH2:19][C:20]([O:22][CH3:23])=[O:21])[CH2:7][N:8]2[CH2:13][C:14]([O:16][CH2:17][CH3:18])=[O:15]. (2) Given the reactants C(N(CC)C(C1C=C(C2C=NN(CCCO)C=2)C=CC=1NC1C(C(F)(F)F)=CN=C(NC2C=CC(CP(=O)(O)OCC)=CC=2OC)N=1)=O)C.[OH:50][CH2:51][CH2:52][CH2:53][N:54]1[CH:58]=[C:57]([C:59]2[CH:64]=[CH:63][C:62]([NH:65][C:66]3[C:71]([C:72]([F:75])([F:74])[F:73])=[CH:70][N:69]=[C:68]([NH:76][C:77]4[CH:91]=[CH:90][C:80]([CH2:81][P:82](=[O:89])([O:86]CC)[O:83][CH2:84][CH3:85])=[CH:79][C:78]=4[O:92][CH3:93])[N:67]=3)=[C:61]([C:94](=[O:98])[NH:95][O:96][CH3:97])[CH:60]=2)[CH:56]=[N:55]1, predict the reaction product. The product is: [OH:50][CH2:51][CH2:52][CH2:53][N:54]1[CH:58]=[C:57]([C:59]2[CH:64]=[CH:63][C:62]([NH:65][C:66]3[C:71]([C:72]([F:74])([F:73])[F:75])=[CH:70][N:69]=[C:68]([NH:76][C:77]4[CH:91]=[CH:90][C:80]([CH2:81][P:82](=[O:86])([OH:89])[O:83][CH2:84][CH3:85])=[CH:79][C:78]=4[O:92][CH3:93])[N:67]=3)=[C:61]([C:94](=[O:98])[NH:95][O:96][CH3:97])[CH:60]=2)[CH:56]=[N:55]1. (3) Given the reactants O.NN.[F:4][CH:5]([F:31])[O:6][C:7]1[CH:12]=[CH:11][C:10]([N+:13]([O-])=O)=[C:9]([CH2:16][CH2:17][C:18]2[CH:23]=[C:22]([O:24][CH:25]([F:27])[F:26])[CH:21]=[CH:20][C:19]=2[N+:28]([O-])=O)[CH:8]=1, predict the reaction product. The product is: [NH2:28][C:19]1[CH:20]=[CH:21][C:22]([O:24][CH:25]([F:27])[F:26])=[CH:23][C:18]=1[CH2:17][CH2:16][C:9]1[CH:8]=[C:7]([O:6][CH:5]([F:4])[F:31])[CH:12]=[CH:11][C:10]=1[NH2:13]. (4) Given the reactants [NH2:1][CH2:2][C:3]1[CH:38]=[CH:37][C:6]([O:7][C:8]2[CH:13]=[CH:12][C:11]([C:14]3[C:22]4[C:17](=[N:18][CH:19]=[N:20][C:21]=4[NH2:23])[N:16]([C@H:24]4[CH2:29][CH2:28][C@@H:27]([N:30]5[CH2:35][CH2:34][N:33]([CH3:36])[CH2:32][CH2:31]5)[CH2:26][CH2:25]4)[N:15]=3)=[CH:10][CH:9]=2)=[CH:5][CH:4]=1.[C:39]1([S:45](Cl)(=[O:47])=[O:46])[CH:44]=[CH:43][CH:42]=[CH:41][CH:40]=1, predict the reaction product. The product is: [C:6]([OH:46])(=[O:7])[CH3:37].[NH2:23][C:21]1[N:20]=[CH:19][N:18]=[C:17]2[N:16]([C@H:24]3[CH2:29][CH2:28][C@@H:27]([N:30]4[CH2:35][CH2:34][N:33]([CH3:36])[CH2:32][CH2:31]4)[CH2:26][CH2:25]3)[N:15]=[C:14]([C:11]3[CH:12]=[CH:13][C:8]([O:7][C:6]4[CH:5]=[CH:4][C:3]([CH2:2][NH:1][S:45]([C:39]5[CH:44]=[CH:43][CH:42]=[CH:41][CH:40]=5)(=[O:47])=[O:46])=[CH:38][CH:37]=4)=[CH:9][CH:10]=3)[C:22]=12. (5) Given the reactants [N:1]1[NH:2][N:3]=[N:4][C:5]=1[C:6]1[CH:11]=[CH:10][C:9]([C@@H:12]([NH:14]C(=O)OC(C)(C)C)[CH3:13])=[CH:8][CH:7]=1.FC(F)(F)C(O)=O.[Cl:29]CCl, predict the reaction product. The product is: [ClH:29].[N:4]1[NH:3][N:2]=[N:1][C:5]=1[C:6]1[CH:7]=[CH:8][C:9]([C@@H:12]([NH2:14])[CH3:13])=[CH:10][CH:11]=1. (6) The product is: [CH3:25][O:24][C:19]1[CH:18]=[C:13]([C:14]([OH:16])([CH2:1][C:2]2[CH:7]=[CH:6][CH:5]=[CH:4][CH:3]=2)[CH2:1][C:2]2[CH:7]=[CH:6][CH:5]=[CH:4][CH:3]=2)[CH:12]=[C:11]([O:10][CH3:9])[C:20]=1[CH:21]([CH3:23])[CH3:22]. Given the reactants [CH2:1](Br)[C:2]1[CH:7]=[CH:6][CH:5]=[CH:4][CH:3]=1.[CH3:9][O:10][C:11]1[CH:12]=[C:13]([CH:18]=[C:19]([O:24][CH3:25])[C:20]=1[CH:21]([CH3:23])[CH3:22])[C:14]([O:16]C)=O.O.Cl, predict the reaction product. (7) Given the reactants [Br:1][C:2]1[CH:10]=[CH:9][C:5]([C:6]([OH:8])=O)=[CH:4][N:3]=1.[CH:11]1(CCN)[CH2:16][CH2:15][CH2:14][CH2:13][CH2:12]1.[CH3:20][CH2:21][N:22]=C=NCCCN(C)C, predict the reaction product. The product is: [Br:1][C:2]1[CH:10]=[CH:9][C:5]([C:6]([N:22]([CH:11]2[CH2:12][CH2:13][CH2:14][CH2:15][CH2:16]2)[CH2:21][CH3:20])=[O:8])=[CH:4][N:3]=1.